From a dataset of Catalyst prediction with 721,799 reactions and 888 catalyst types from USPTO. Predict which catalyst facilitates the given reaction. (1) Reactant: [C:1]([C:3]1[CH:11]=[CH:10][C:6]([C:7]([OH:9])=[O:8])=[CH:5][CH:4]=1)#[N:2]. Product: [NH2:2][CH2:1][C:3]1[CH:4]=[CH:5][C:6]([C:7]([OH:9])=[O:8])=[CH:10][CH:11]=1. The catalyst class is: 227. (2) Reactant: [OH:1][C:2]1[CH:3]=[C:4]([C:8]#[CH:9])[CH:5]=[CH:6][CH:7]=1.Br[CH2:11][CH2:12][O:13][CH3:14].C(=O)([O-])[O-].[K+].[K+].O. Product: [CH3:14][O:13][CH2:12][CH2:11][O:1][C:2]1[CH:3]=[C:4]([C:8]#[CH:9])[CH:5]=[CH:6][CH:7]=1. The catalyst class is: 21.